Dataset: NCI-60 drug combinations with 297,098 pairs across 59 cell lines. Task: Regression. Given two drug SMILES strings and cell line genomic features, predict the synergy score measuring deviation from expected non-interaction effect. (1) Drug 1: CNC(=O)C1=CC=CC=C1SC2=CC3=C(C=C2)C(=NN3)C=CC4=CC=CC=N4. Drug 2: CCCCCOC(=O)NC1=NC(=O)N(C=C1F)C2C(C(C(O2)C)O)O. Cell line: HL-60(TB). Synergy scores: CSS=-4.13, Synergy_ZIP=-2.81, Synergy_Bliss=-14.3, Synergy_Loewe=-24.6, Synergy_HSA=-14.5. (2) Drug 1: C1CCN(CC1)CCOC2=CC=C(C=C2)C(=O)C3=C(SC4=C3C=CC(=C4)O)C5=CC=C(C=C5)O. Drug 2: CC1=CC=C(C=C1)C2=CC(=NN2C3=CC=C(C=C3)S(=O)(=O)N)C(F)(F)F. Cell line: SN12C. Synergy scores: CSS=2.90, Synergy_ZIP=-1.61, Synergy_Bliss=-1.31, Synergy_Loewe=-32.5, Synergy_HSA=-0.692. (3) Drug 1: C1CNP(=O)(OC1)N(CCCl)CCCl. Drug 2: B(C(CC(C)C)NC(=O)C(CC1=CC=CC=C1)NC(=O)C2=NC=CN=C2)(O)O. Cell line: CAKI-1. Synergy scores: CSS=41.9, Synergy_ZIP=8.21, Synergy_Bliss=1.04, Synergy_Loewe=-56.5, Synergy_HSA=-7.54. (4) Drug 1: COC1=CC(=CC(=C1O)OC)C2C3C(COC3=O)C(C4=CC5=C(C=C24)OCO5)OC6C(C(C7C(O6)COC(O7)C8=CC=CS8)O)O. Drug 2: C1CN(P(=O)(OC1)NCCCl)CCCl. Cell line: MDA-MB-231. Synergy scores: CSS=32.1, Synergy_ZIP=-10.3, Synergy_Bliss=-3.50, Synergy_Loewe=-47.3, Synergy_HSA=-2.51. (5) Synergy scores: CSS=0.873, Synergy_ZIP=0.144, Synergy_Bliss=0.734, Synergy_Loewe=-3.19, Synergy_HSA=-2.60. Drug 2: C1CCC(C(C1)N)N.C(=O)(C(=O)[O-])[O-].[Pt+4]. Drug 1: C1CNP(=O)(OC1)N(CCCl)CCCl. Cell line: EKVX.